Dataset: Peptide-MHC class II binding affinity with 134,281 pairs from IEDB. Task: Regression. Given a peptide amino acid sequence and an MHC pseudo amino acid sequence, predict their binding affinity value. This is MHC class II binding data. (1) The peptide sequence is PVQEFTVPLQPPTAT. The MHC is DRB1_0101 with pseudo-sequence DRB1_0101. The binding affinity (normalized) is 0.623. (2) The peptide sequence is VSSHNHIPGYKVQTN. The MHC is HLA-DQA10501-DQB10303 with pseudo-sequence HLA-DQA10501-DQB10303. The binding affinity (normalized) is 0.346. (3) The peptide sequence is HVQDCDESVLTRLEA. The MHC is DRB1_0901 with pseudo-sequence DRB1_0901. The binding affinity (normalized) is 0.319. (4) The peptide sequence is SRWSSPDNVKPIYIV. The MHC is HLA-DPA10103-DPB10401 with pseudo-sequence HLA-DPA10103-DPB10401. The binding affinity (normalized) is 0.0866. (5) The peptide sequence is GVEGIGLQYLGYVIRK. The binding affinity (normalized) is 0.642. The MHC is DRB1_0404 with pseudo-sequence DRB1_0404.